From a dataset of Forward reaction prediction with 1.9M reactions from USPTO patents (1976-2016). Predict the product of the given reaction. Given the reactants [CH3:1][O:2][C:3]1[CH:4]=[CH:5][C:6]2[N:11]=[CH:10][C:9](=[O:12])[NH:8][C:7]=2[N:13]=1.[H-].[Li+].Br[CH2:17][CH2:18][CH2:19][CH2:20][O:21][CH2:22][C:23]1[CH:28]=[CH:27][CH:26]=[CH:25][CH:24]=1.[I-].[Na+], predict the reaction product. The product is: [CH2:22]([O:21][CH2:20][CH2:19][CH2:18][CH2:17][N:8]1[C:9](=[O:12])[CH:10]=[N:11][C:6]2[CH:5]=[CH:4][C:3]([O:2][CH3:1])=[N:13][C:7]1=2)[C:23]1[CH:28]=[CH:27][CH:26]=[CH:25][CH:24]=1.